Task: Predict which catalyst facilitates the given reaction.. Dataset: Catalyst prediction with 721,799 reactions and 888 catalyst types from USPTO (1) Reactant: [Br:1][C:2]1[C:12]([O:13][CH2:14][C:15](=[N:17][O:18][CH2:19][CH3:20])[CH3:16])=[C:11]([Br:21])[CH:10]=[CH:9][C:3]=1[C:4]([O:6]CC)=[O:5].[OH-].[Na+]. Product: [Br:1][C:2]1[C:12]([O:13][CH2:14][C:15](=[N:17][O:18][CH2:19][CH3:20])[CH3:16])=[C:11]([Br:21])[CH:10]=[CH:9][C:3]=1[C:4]([OH:6])=[O:5]. The catalyst class is: 20. (2) Reactant: [CH3:1][C:2]1[N:3]=[C:4]([CH2:7]O)[S:5][CH:6]=1.S(Cl)([Cl:11])=O. Product: [ClH:11].[Cl:11][CH2:7][C:4]1[S:5][CH:6]=[C:2]([CH3:1])[N:3]=1. The catalyst class is: 11. (3) Product: [CH:1]([C:4]1[N:5]=[C:6]([CH2:9][CH2:10][C:11]2[CH:28]=[CH:27][N:14]3[C:15](=[O:26])[C:16](/[CH:19]=[CH:20]/[C:21]([OH:23])=[O:22])=[CH:17][N:18]=[C:13]3[CH:12]=2)[S:7][CH:8]=1)([CH3:3])[CH3:2]. The catalyst class is: 193. Reactant: [CH:1]([C:4]1[N:5]=[C:6]([CH2:9][CH2:10][C:11]2[CH:28]=[CH:27][N:14]3[C:15](=[O:26])[C:16](/[CH:19]=[CH:20]/[C:21]([O:23]CC)=[O:22])=[CH:17][N:18]=[C:13]3[CH:12]=2)[S:7][CH:8]=1)([CH3:3])[CH3:2].[OH-].[Li+]. (4) Reactant: [CH:1]1([C:7]([NH:9][C:10]2[CH:11]=[CH:12][C:13]([Cl:25])=[C:14]([C:16]3[CH:21]=[CH:20][C:19]([C:22](O)=[O:23])=[CH:18][CH:17]=3)[CH:15]=2)=[O:8])[CH2:6][CH2:5][CH2:4][CH2:3][CH2:2]1.[O:26]=[S:27]1(=[O:41])[CH2:32][CH2:31][N:30]([CH2:33][C:34]2[CH:39]=[CH:38][C:37]([NH2:40])=[CH:36][CH:35]=2)[CH2:29][CH2:28]1.C(N(CC)CC)C.CN(C(ON1N=NC2C=CC=CC1=2)=[N+](C)C)C.F[P-](F)(F)(F)(F)F. Product: [O:41]=[S:27]1(=[O:26])[CH2:28][CH2:29][N:30]([CH2:33][C:34]2[CH:39]=[CH:38][C:37]([NH:40][C:22]([C:19]3[CH:20]=[CH:21][C:16]([C:14]4[CH:15]=[C:10]([NH:9][C:7]([CH:1]5[CH2:6][CH2:5][CH2:4][CH2:3][CH2:2]5)=[O:8])[CH:11]=[CH:12][C:13]=4[Cl:25])=[CH:17][CH:18]=3)=[O:23])=[CH:36][CH:35]=2)[CH2:31][CH2:32]1. The catalyst class is: 3.